Task: Predict the reactants needed to synthesize the given product.. Dataset: Full USPTO retrosynthesis dataset with 1.9M reactions from patents (1976-2016) The reactants are: Cl[C:2]1[N:7]=[C:6]([O:8][C:9]2[C:18]3[C:13](=[CH:14][CH:15]=[CH:16][CH:17]=3)[C:12]([NH:19][C:20]([NH:22][C:23]3[N:27]([C:28]4[CH:33]=[CH:32][C:31]([CH3:34])=[CH:30][CH:29]=4)[N:26]=[C:25]([CH:35]([CH3:37])[CH3:36])[CH:24]=3)=[O:21])=[CH:11][CH:10]=2)[CH:5]=[CH:4][N:3]=1.[CH3:38][O:39][CH2:40][CH2:41][O:42][CH2:43][CH2:44][O:45][CH2:46][CH2:47][O:48][CH2:49][CH2:50][O:51][C:52]1[CH:53]=[C:54]([CH:56]=[C:57]([O:59][CH3:60])[CH:58]=1)[NH2:55].C1COCC1. Given the product [CH3:38][O:39][CH2:40][CH2:41][O:42][CH2:43][CH2:44][O:45][CH2:46][CH2:47][O:48][CH2:49][CH2:50][O:51][C:52]1[CH:53]=[C:54]([NH:55][C:2]2[N:7]=[C:6]([O:8][C:9]3[C:18]4[C:13](=[CH:14][CH:15]=[CH:16][CH:17]=4)[C:12]([NH:19][C:20]([NH:22][C:23]4[N:27]([C:28]5[CH:33]=[CH:32][C:31]([CH3:34])=[CH:30][CH:29]=5)[N:26]=[C:25]([CH:35]([CH3:37])[CH3:36])[CH:24]=4)=[O:21])=[CH:11][CH:10]=3)[CH:5]=[CH:4][N:3]=2)[CH:56]=[C:57]([O:59][CH3:60])[CH:58]=1, predict the reactants needed to synthesize it.